From a dataset of Forward reaction prediction with 1.9M reactions from USPTO patents (1976-2016). Predict the product of the given reaction. (1) Given the reactants [C:1]1([C:7]2[C:16]3[C:11](=[CH:12][CH:13]=[CH:14][CH:15]=3)[CH:10]=[CH:9][C:8]=2[OH:17])[CH:6]=[CH:5][CH:4]=[CH:3][CH:2]=1.C([Li])CCC.[Cl-:23].[Cl-:24].[Cl-].[CH3:26][C:27]1[C:31]([Ti+3:33])([CH3:32])[C:30]([CH3:34])=[C:29]([CH3:35])[C:28]=1[CH3:36], predict the reaction product. The product is: [Cl:23][Ti:33]([Cl:24])([C:31]1([CH3:32])[C:27]([CH3:26])=[C:28]([CH3:36])[C:29]([CH3:35])=[C:30]1[CH3:34])[O:17][C:8]1[CH:9]=[CH:10][C:11]2[C:16](=[CH:15][CH:14]=[CH:13][CH:12]=2)[C:7]=1[C:1]1[CH:2]=[CH:3][CH:4]=[CH:5][CH:6]=1. (2) Given the reactants [C:1]([C:5]1[CH:6]=[C:7]([CH:11]=[C:12]([C:14]([CH3:17])([CH3:16])[CH3:15])[CH:13]=1)[C:8]([OH:10])=O)([CH3:4])([CH3:3])[CH3:2].C(Cl)(C(Cl)=O)=O.[CH:24]1([CH2:30][NH:31][NH:32][C:33](=[S:35])[NH2:34])[CH2:29][CH2:28][CH2:27][CH2:26][CH2:25]1.CCN(C(C)C)C(C)C.C(C1C=C(C=C(C(C)(C)C)C=1)C(Cl)=O)(C)(C)C, predict the reaction product. The product is: [CH:24]1([CH2:30][N:31]([C:8](=[O:10])[C:7]2[CH:11]=[C:12]([C:14]([CH3:17])([CH3:16])[CH3:15])[CH:13]=[C:5]([C:1]([CH3:2])([CH3:3])[CH3:4])[CH:6]=2)[NH:32][C:33](=[S:35])[NH2:34])[CH2:25][CH2:26][CH2:27][CH2:28][CH2:29]1. (3) Given the reactants [CH2:1]([O:3][C:4](=[O:25])[CH:5]=[CH:6][C:7]1[O:8][C:9]([CH3:24])=[C:10]([CH2:12][O:13][Si:14]([CH:21]([CH3:23])[CH3:22])([CH:18]([CH3:20])[CH3:19])[CH:15]([CH3:17])[CH3:16])[CH:11]=1)[CH3:2], predict the reaction product. The product is: [CH2:1]([O:3][C:4](=[O:25])[CH2:5][CH2:6][C:7]1[O:8][C:9]([CH3:24])=[C:10]([CH2:12][O:13][Si:14]([CH:18]([CH3:20])[CH3:19])([CH:21]([CH3:23])[CH3:22])[CH:15]([CH3:17])[CH3:16])[CH:11]=1)[CH3:2]. (4) Given the reactants [F:1][C:2]1[CH:38]=[CH:37][CH:36]=[C:35]([F:39])[C:3]=1[CH2:4][N:5]1[C:10](=[O:11])[N:9]([C:12]2[CH:17]=[CH:16][CH:15]=[C:14]([O:18][CH3:19])[C:13]=2[F:20])[C:8](=[O:21])[C:7]2=[C:22]([CH3:34])[C:23]([C:25]3[CH:30]=[CH:29][C:28]([N+:31]([O-:33])=[O:32])=[CH:27][CH:26]=3)=[CH:24][N:6]12.N(C(C)(C)C#N)=NC(C)(C)C#N.[Br:52]N1C(=O)CCC1=O, predict the reaction product. The product is: [Br:52][CH2:34][C:22]1[C:23]([C:25]2[CH:26]=[CH:27][C:28]([N+:31]([O-:33])=[O:32])=[CH:29][CH:30]=2)=[CH:24][N:6]2[C:7]=1[C:8](=[O:21])[N:9]([C:12]1[CH:17]=[CH:16][CH:15]=[C:14]([O:18][CH3:19])[C:13]=1[F:20])[C:10](=[O:11])[N:5]2[CH2:4][C:3]1[C:35]([F:39])=[CH:36][CH:37]=[CH:38][C:2]=1[F:1]. (5) Given the reactants Br[C:2]1[N:6]2[CH:7]=[CH:8][C:9]([C:11]([F:14])([F:13])[F:12])=[N:10][C:5]2=[N:4][CH:3]=1.CC1(C)COB([C:22]2[CH:23]=[CH:24][C:25]([F:36])=[C:26]([C:28]3[CH:33]=[CH:32][CH:31]=[C:30]([C:34]#[N:35])[CH:29]=3)[CH:27]=2)OC1, predict the reaction product. The product is: [F:36][C:25]1[CH:24]=[CH:23][C:22]([C:2]2[N:6]3[CH:7]=[CH:8][C:9]([C:11]([F:14])([F:13])[F:12])=[N:10][C:5]3=[N:4][CH:3]=2)=[CH:27][C:26]=1[C:28]1[CH:33]=[CH:32][CH:31]=[C:30]([C:34]#[N:35])[CH:29]=1. (6) Given the reactants [Cl:1][C:2]1[CH:17]=[CH:16][C:5]([O:6][CH2:7][C@H:8]([F:15])[CH2:9]CS([O-])(=O)=O)=[C:4]([C:18]#[N:19])[CH:3]=1.[OH:20][C:21]1[CH:22]=[C:23]([CH2:27][C@H:28]([O:33][CH:34]([CH3:36])[CH3:35])[C:29]([O:31][CH3:32])=[O:30])[CH:24]=[CH:25][CH:26]=1.C(=O)([O-])[O-].[K+].[K+].C(OC)(C)(C)C, predict the reaction product. The product is: [Cl:1][C:2]1[CH:17]=[CH:16][C:5]([O:6][CH2:7][C@@H:8]([F:15])[CH2:9][O:20][C:21]2[CH:22]=[C:23]([CH2:27][C@H:28]([O:33][CH:34]([CH3:36])[CH3:35])[C:29]([O:31][CH3:32])=[O:30])[CH:24]=[CH:25][CH:26]=2)=[C:4]([C:18]#[N:19])[CH:3]=1.